Dataset: NCI-60 drug combinations with 297,098 pairs across 59 cell lines. Task: Regression. Given two drug SMILES strings and cell line genomic features, predict the synergy score measuring deviation from expected non-interaction effect. (1) Drug 1: C1=CC(=C2C(=C1NCCNCCO)C(=O)C3=C(C=CC(=C3C2=O)O)O)NCCNCCO. Drug 2: CCC1=C2CN3C(=CC4=C(C3=O)COC(=O)C4(CC)O)C2=NC5=C1C=C(C=C5)O. Cell line: SNB-19. Synergy scores: CSS=51.2, Synergy_ZIP=-6.43, Synergy_Bliss=-7.94, Synergy_Loewe=-5.56, Synergy_HSA=-1.72. (2) Drug 1: C1=CN(C=N1)CC(O)(P(=O)(O)O)P(=O)(O)O. Drug 2: C(CN)CNCCSP(=O)(O)O. Cell line: NCI-H226. Synergy scores: CSS=-1.17, Synergy_ZIP=0.639, Synergy_Bliss=-0.735, Synergy_Loewe=-1.67, Synergy_HSA=-2.25. (3) Drug 1: CC(C1=C(C=CC(=C1Cl)F)Cl)OC2=C(N=CC(=C2)C3=CN(N=C3)C4CCNCC4)N. Drug 2: C1=C(C(=O)NC(=O)N1)N(CCCl)CCCl. Cell line: M14. Synergy scores: CSS=17.4, Synergy_ZIP=-0.586, Synergy_Bliss=-0.661, Synergy_Loewe=-4.00, Synergy_HSA=-3.70. (4) Drug 1: CC(C1=C(C=CC(=C1Cl)F)Cl)OC2=C(N=CC(=C2)C3=CN(N=C3)C4CCNCC4)N. Drug 2: CN(C)C1=NC(=NC(=N1)N(C)C)N(C)C. Cell line: CAKI-1. Synergy scores: CSS=2.10, Synergy_ZIP=-5.68, Synergy_Bliss=-3.82, Synergy_Loewe=-17.8, Synergy_HSA=-2.08.